Dataset: Forward reaction prediction with 1.9M reactions from USPTO patents (1976-2016). Task: Predict the product of the given reaction. (1) Given the reactants [NH2:1][C:2]1[N:3]=[CH:4][C:5]([C:8]2[C:9]([F:19])=[C:10]([OH:18])[C:11]([CH:14]3[CH2:17][CH2:16][CH2:15]3)=[CH:12][CH:13]=2)=[N:6][CH:7]=1.Cl[C:21]1[N:26]=[C:25]([CH3:27])[CH:24]=[C:23]([CH3:28])[N:22]=1, predict the reaction product. The product is: [CH:14]1([C:11]2[CH:12]=[CH:13][C:8]([C:5]3[N:6]=[CH:7][C:2]([NH2:1])=[N:3][CH:4]=3)=[C:9]([F:19])[C:10]=2[O:18][C:21]2[N:26]=[C:25]([CH3:27])[CH:24]=[C:23]([CH3:28])[N:22]=2)[CH2:15][CH2:16][CH2:17]1. (2) Given the reactants [F:1][C:2]1[CH:3]=[C:4]([CH:13]2[C:22]([CH3:24])([CH3:23])[CH2:21][C:20]3[C:15](=[CH:16][CH:17]=[C:18]([C:25]([OH:27])=O)[CH:19]=3)[NH:14]2)[CH:5]=[C:6]([N:8]2[CH2:12][CH2:11][CH2:10][CH2:9]2)[CH:7]=1.[CH3:28][S:29]([NH2:32])(=[O:31])=[O:30], predict the reaction product. The product is: [F:1][C:2]1[CH:3]=[C:4]([CH:13]2[C:22]([CH3:24])([CH3:23])[CH2:21][C:20]3[C:15](=[CH:16][CH:17]=[C:18]([C:25]([NH:32][S:29]([CH3:28])(=[O:31])=[O:30])=[O:27])[CH:19]=3)[NH:14]2)[CH:5]=[C:6]([N:8]2[CH2:9][CH2:10][CH2:11][CH2:12]2)[CH:7]=1. (3) Given the reactants [C:1]1([C:7]2[CH:12]=[CH:11][C:10]([OH:13])=[CH:9][CH:8]=2)[CH:6]=[CH:5][CH:4]=[CH:3][CH:2]=1.C([O:16][C:17]([C:19]1[N:20]=[C:21]([CH2:24]Br)[S:22][CH:23]=1)=[O:18])C, predict the reaction product. The product is: [C:7]1([C:1]2[CH:2]=[CH:3][CH:4]=[CH:5][CH:6]=2)[CH:8]=[CH:9][C:10]([O:13][CH2:24][C:21]2[S:22][CH:23]=[C:19]([C:17]([OH:18])=[O:16])[N:20]=2)=[CH:11][CH:12]=1. (4) Given the reactants [Mn]([O-])(=O)(=O)=O.[K+].[Cl:7][C:8]1[CH:13]=[CH:12][CH:11]=[C:10]([Cl:14])[C:9]=1[N:15]1[CH:19]=[CH:18][C:17]([CH:20]=[O:21])=[CH:16]1.CC(C)=[O:24].[OH-].[Na+], predict the reaction product. The product is: [Cl:7][C:8]1[CH:13]=[CH:12][CH:11]=[C:10]([Cl:14])[C:9]=1[N:15]1[CH:19]=[CH:18][C:17]([C:20]([OH:24])=[O:21])=[CH:16]1. (5) Given the reactants Cl[C:2]1[CH:7]=[CH:6][C:5]([N+:8]([O-:10])=[O:9])=[CH:4][N:3]=1.[NH2:11][CH2:12][CH:13]1[CH2:18][CH2:17][O:16][CH2:15][CH2:14]1.CCN(C(C)C)C(C)C, predict the reaction product. The product is: [N+:8]([C:5]1[CH:6]=[CH:7][C:2]([NH:11][CH2:12][CH:13]2[CH2:18][CH2:17][O:16][CH2:15][CH2:14]2)=[N:3][CH:4]=1)([O-:10])=[O:9]. (6) Given the reactants Cl.[NH2:2][CH:3]1[CH2:9][C:8]([CH3:11])([CH3:10])[CH2:7][N:6]([S:12]([C:15]2[CH:20]=[CH:19][CH:18]=[CH:17][N:16]=2)(=[O:14])=[O:13])[CH2:5][CH:4]1[OH:21].[NH:22]([C:31]([O:33]C(C)(C)C)=O)[C@H:23]([C:28]([OH:30])=O)[CH2:24][CH:25]([CH3:27])[CH3:26].CN(C(ON1N=N[C:48]2[CH:49]=[CH:50][CH:51]=[CH:52][C:47]1=2)=[N+](C)C)C.F[P-](F)(F)(F)(F)F.CN1CC[O:66][CH2:65][CH2:64]1, predict the reaction product. The product is: [CH3:10][C:8]1([CH3:11])[CH2:7][N:6]([S:12]([C:15]2[CH:20]=[CH:19][CH:18]=[CH:17][N:16]=2)(=[O:14])=[O:13])[CH2:5][C:4](=[O:21])[CH:3]([NH:2][C:28]([C@@H:23]([NH:22][C:31]([C:65]2[O:66][C:47]3[CH:52]=[CH:51][CH:50]=[CH:49][C:48]=3[CH:64]=2)=[O:33])[CH2:24][CH:25]([CH3:26])[CH3:27])=[O:30])[CH2:9]1. (7) Given the reactants [C:1]([NH:4][C:5]1[CH:10]=[CH:9][C:8]([OH:11])=[CH:7][CH:6]=1)(=[O:3])[CH3:2].[H-].[Na+].[Cl:14][C:15]1[CH:20]=[C:19]([Cl:21])[N:18]=[C:17](S(C)(=O)=O)[N:16]=1, predict the reaction product. The product is: [Cl:14][C:15]1[CH:20]=[C:19]([Cl:21])[N:18]=[C:17]([O:11][C:8]2[CH:9]=[CH:10][C:5]([NH:4][C:1](=[O:3])[CH3:2])=[CH:6][CH:7]=2)[N:16]=1. (8) Given the reactants [Si:1]([O:8][C@@H:9]1[C:13]([CH3:14])=[N:12][C@H:11]([C:15]([O:17][CH3:18])=[O:16])[CH2:10]1)([C:4]([CH3:7])([CH3:6])[CH3:5])([CH3:3])[CH3:2], predict the reaction product. The product is: [Si:1]([O:8][C@@H:9]1[C@H:13]([CH3:14])[NH:12][C@H:11]([C:15]([O:17][CH3:18])=[O:16])[CH2:10]1)([C:4]([CH3:6])([CH3:7])[CH3:5])([CH3:2])[CH3:3].